This data is from Catalyst prediction with 721,799 reactions and 888 catalyst types from USPTO. The task is: Predict which catalyst facilitates the given reaction. (1) Reactant: Cl.[CH3:2][O:3][C:4]1[CH:5]=[C:6]([C:12]2[C@@H:21]3[C@@H:16]([CH2:17][CH2:18][CH2:19][CH2:20]3)[C:15](=[O:22])[N:14]([CH:23]3[CH2:28][CH2:27][NH:26][CH2:25][CH2:24]3)[N:13]=2)[CH:7]=[CH:8][C:9]=1[O:10][CH3:11].[C:29]([O:33][C:34]([NH:36][C@@H:37]([C:39](O)=[O:40])[CH3:38])=[O:35])([CH3:32])([CH3:31])[CH3:30].CCOC(C(C#N)=NOC(N1CCOCC1)=[N+](C)C)=O.F[P-](F)(F)(F)(F)F.CCN(C(C)C)C(C)C. Product: [CH3:2][O:3][C:4]1[CH:5]=[C:6]([C:12]2[C@@H:21]3[C@@H:16]([CH2:17][CH2:18][CH2:19][CH2:20]3)[C:15](=[O:22])[N:14]([CH:23]3[CH2:24][CH2:25][N:26]([C:39](=[O:40])[C@H:37]([NH:36][C:34](=[O:35])[O:33][C:29]([CH3:31])([CH3:30])[CH3:32])[CH3:38])[CH2:27][CH2:28]3)[N:13]=2)[CH:7]=[CH:8][C:9]=1[O:10][CH3:11]. The catalyst class is: 2. (2) Reactant: [Br:1][C:2]1[CH:3]=[C:4]2[C:9](=[N:10][CH:11]=1)[N:8]([CH2:12][CH3:13])[CH:7]=[C:6]([C:14]([O:16][CH2:17][CH2:18][CH2:19][OH:20])=[O:15])[C:5]2=[O:21].[P:22](O)([O:32][CH2:33][C:34]1[CH:39]=[CH:38][CH:37]=[CH:36][CH:35]=1)([O:24][CH2:25][C:26]1[CH:31]=[CH:30][CH:29]=[CH:28][CH:27]=1)=[O:23].C1(P(C2C=CC=CC=2)C2C=CC=CC=2)C=CC=CC=1.N(C(OC(C)C)=O)=NC(OC(C)C)=O. Product: [Br:1][C:2]1[CH:3]=[C:4]2[C:9](=[N:10][CH:11]=1)[N:8]([CH2:12][CH3:13])[CH:7]=[C:6]([C:14]([O:16][CH2:17][CH2:18][CH2:19][O:20][P:22]([O:24][CH2:25][C:26]1[CH:31]=[CH:30][CH:29]=[CH:28][CH:27]=1)([O:32][CH2:33][C:34]1[CH:39]=[CH:38][CH:37]=[CH:36][CH:35]=1)=[O:23])=[O:15])[C:5]2=[O:21]. The catalyst class is: 7.